Dataset: Reaction yield outcomes from USPTO patents with 853,638 reactions. Task: Predict the reaction yield, written as a fraction of the theoretical maximum amount of product (1.0 means a 100% yield; for example, 0.34 means a 34% yield). (1) The reactants are [OH:1][C@H:2]1[CH2:7][CH2:6][C@H:5]([N:8]2[C:13](=[O:14])[C:12]([CH2:15][C:16]3[CH:21]=[CH:20][C:19]([C:22]4[C:23]([C:28]#[N:29])=[CH:24][CH:25]=[CH:26][CH:27]=4)=[CH:18][CH:17]=3)=[C:11]([CH2:30][CH2:31][CH3:32])[N:10]3[N:33]=[C:34]([CH3:36])[N:35]=[C:9]23)[CH2:4][CH2:3]1.[CH3:37][S:38]([CH3:40])=O.C(OC(=O)C)(=O)C. The catalyst is O. The product is [CH3:36][C:34]1[N:35]=[C:9]2[N:8]([C@H:5]3[CH2:6][CH2:7][C@H:2]([O:1][CH2:37][S:38][CH3:40])[CH2:3][CH2:4]3)[C:13](=[O:14])[C:12]([CH2:15][C:16]3[CH:21]=[CH:20][C:19]([C:22]4[C:23]([C:28]#[N:29])=[CH:24][CH:25]=[CH:26][CH:27]=4)=[CH:18][CH:17]=3)=[C:11]([CH2:30][CH2:31][CH3:32])[N:10]2[N:33]=1. The yield is 0.490. (2) The reactants are [CH2:1]([N:8]1[CH:12]=[N:11][N:10]=[N:9]1)[C:2]1[CH:7]=[CH:6][CH:5]=[CH:4][CH:3]=1.[OH-].[Na+].[I:15]I. The catalyst is CCCCCC.O1CCCC1. The product is [CH2:1]([N:8]1[C:12]([I:15])=[N:11][N:10]=[N:9]1)[C:2]1[CH:3]=[CH:4][CH:5]=[CH:6][CH:7]=1. The yield is 0.670. (3) The reactants are [CH3:1][N:2]([CH3:21])[C:3]1[CH:8]=[CH:7][CH:6]=[CH:5][C:4]=1[C:9]1[O:10][C:11]2[C:12](=[C:14]([C:18]([OH:20])=O)[CH:15]=[CH:16][CH:17]=2)[N:13]=1.Cl.Cl.[NH2:24][C@H:25]1[CH:30]2[CH2:31][CH2:32][N:27]([CH2:28][CH2:29]2)[CH2:26]1.Cl.C(N=C=NCCCN(C)C)C.ON1C2C=CC=CC=2N=N1.C(N(CC)CC)C. The catalyst is CN(C=O)C.ClCCl. The yield is 0.340. The product is [N:27]12[CH2:32][CH2:31][CH:30]([CH2:29][CH2:28]1)[C@H:25]([NH:24][C:18]([C:14]1[CH:15]=[CH:16][CH:17]=[C:11]3[O:10][C:9]([C:4]4[CH:5]=[CH:6][CH:7]=[CH:8][C:3]=4[N:2]([CH3:1])[CH3:21])=[N:13][C:12]=13)=[O:20])[CH2:26]2. (4) The reactants are [N+:1]([C:4]1[CH:9]=[CH:8][CH:7]=[CH:6][C:5]=1[C:10]1[S:11][C:12]2[C:17]([N:18]=1)=[CH:16][C:15]([CH2:19][N:20]1[CH2:25][CH2:24][N:23]([C:26]([O:28][C:29]([CH3:32])([CH3:31])[CH3:30])=[O:27])[CH2:22][CH2:21]1)=[CH:14][N:13]=2)([O-])=O.[NH4+].[Cl-].O. The catalyst is [Fe].CO. The product is [NH2:1][C:4]1[CH:9]=[CH:8][CH:7]=[CH:6][C:5]=1[C:10]1[S:11][C:12]2[C:17]([N:18]=1)=[CH:16][C:15]([CH2:19][N:20]1[CH2:25][CH2:24][N:23]([C:26]([O:28][C:29]([CH3:32])([CH3:31])[CH3:30])=[O:27])[CH2:22][CH2:21]1)=[CH:14][N:13]=2. The yield is 0.810. (5) The reactants are [N+:1]([C:4]1[CH:12]=[C:11]2[C:7]([C:8]([C:21](OC)=[O:22])=[N:9][N:10]2[CH2:13][O:14][CH2:15][CH2:16][Si:17]([CH3:20])([CH3:19])[CH3:18])=[CH:6][CH:5]=1)([O-:3])=[O:2].[H-].[Li+].[Al+3].[H-].[H-].[H-]. The catalyst is O1CCCC1. The product is [N+:1]([C:4]1[CH:12]=[C:11]2[C:7]([C:8]([CH2:21][OH:22])=[N:9][N:10]2[CH2:13][O:14][CH2:15][CH2:16][Si:17]([CH3:18])([CH3:19])[CH3:20])=[CH:6][CH:5]=1)([O-:3])=[O:2]. The yield is 0.480. (6) The reactants are [CH2:1]([O:8][CH2:9][C:10]1[CH2:14][C:13]([C:16]([Cl:19])([Cl:18])[Cl:17])(O)[N:12]([C:20]2[C:25]([Cl:26])=[CH:24][CH:23]=[CH:22][N:21]=2)[N:11]=1)[C:2]1[CH:7]=[CH:6][CH:5]=[CH:4][CH:3]=1.FC(F)(F)C(OC(=O)C(F)(F)F)=O. The catalyst is C(OC)C(C)C. The product is [CH2:1]([O:8][CH2:9][C:10]1[CH:14]=[C:13]([C:16]([Cl:18])([Cl:19])[Cl:17])[N:12]([C:20]2[C:25]([Cl:26])=[CH:24][CH:23]=[CH:22][N:21]=2)[N:11]=1)[C:2]1[CH:7]=[CH:6][CH:5]=[CH:4][CH:3]=1. The yield is 0.950. (7) The reactants are [CH:1]([NH:4][C:5]1[C:10]2[C:11]([C:23]3[CH:24]=[C:25]([CH:30]=[CH:31][N:32]=3)[C:26]([O:28]C)=O)=[N:12][N:13](CC3C=CC(OC)=CC=3)[C:9]=2[CH:8]=[CH:7][N:6]=1)([CH3:3])[CH3:2].[CH:33]([NH:36][C:37]1C2C([Sn](C)(C)C)=NN(CC3C=CC(OC)=CC=3)C=2C=CN=1)(C)C.BrC1C=C(C=CN=1)C(OC)=O.[Li+].[Cl-]. The catalyst is [Cu]I.C1C=CC([P]([Pd]([P](C2C=CC=CC=2)(C2C=CC=CC=2)C2C=CC=CC=2)([P](C2C=CC=CC=2)(C2C=CC=CC=2)C2C=CC=CC=2)[P](C2C=CC=CC=2)(C2C=CC=CC=2)C2C=CC=CC=2)(C2C=CC=CC=2)C2C=CC=CC=2)=CC=1.C1COCC1. The product is [CH:1]([NH:4][C:5]1[C:10]2[C:11]([C:23]3[CH:24]=[C:25]([CH:30]=[CH:31][N:32]=3)[C:26]([N:36]([CH3:37])[CH3:33])=[O:28])=[N:12][NH:13][C:9]=2[CH:8]=[CH:7][N:6]=1)([CH3:3])[CH3:2]. The yield is 0.380.